From a dataset of Full USPTO retrosynthesis dataset with 1.9M reactions from patents (1976-2016). Predict the reactants needed to synthesize the given product. (1) Given the product [CH3:53][C:48]1[CH:49]=[C:50]([CH3:52])[N:51]=[C:46]([O:7][C@H:8]2[C@:11]3([C:31]4[CH:36]=[CH:35][CH:34]=[C:33]([C:37]([F:38])([F:40])[F:39])[CH:32]=4)[C:12]4[CH:30]=[CH:29][CH:28]=[CH:27][C:13]=4[N:14]([CH2:18][C:19]4[CH:24]=[CH:23][C:22]([O:25][CH3:26])=[CH:21][CH:20]=4)[C:15](=[O:17])[CH2:16][N:10]3[C:9]2=[O:41])[N:47]=1, predict the reactants needed to synthesize it. The reactants are: C(=O)([O-])[O-].[K+].[K+].[OH:7][C@H:8]1[C@:11]2([C:31]3[CH:36]=[CH:35][CH:34]=[C:33]([C:37]([F:40])([F:39])[F:38])[CH:32]=3)[C:12]3[CH:30]=[CH:29][CH:28]=[CH:27][C:13]=3[N:14]([CH2:18][C:19]3[CH:24]=[CH:23][C:22]([O:25][CH3:26])=[CH:21][CH:20]=3)[C:15](=[O:17])[CH2:16][N:10]2[C:9]1=[O:41].CS([C:46]1[N:51]=[C:50]([CH3:52])[CH:49]=[C:48]([CH3:53])[N:47]=1)(=O)=O. (2) Given the product [CH3:19][S:20]([O:8][CH2:7][CH2:6][O:5][C:4]1[CH:9]=[CH:10][CH:11]=[C:2]([Br:1])[CH:3]=1)(=[O:22])=[O:21], predict the reactants needed to synthesize it. The reactants are: [Br:1][C:2]1[CH:3]=[C:4]([CH:9]=[CH:10][CH:11]=1)[O:5][CH2:6][CH2:7][OH:8].C(N(CC)CC)C.[CH3:19][S:20](Cl)(=[O:22])=[O:21].